Dataset: Forward reaction prediction with 1.9M reactions from USPTO patents (1976-2016). Task: Predict the product of the given reaction. (1) Given the reactants [C:1]([C:3]1[CH:4]=[C:5]([CH:9]=[CH:10][C:11]=1[F:12])[C:6]([OH:8])=O)#[N:2].[C:13]([O:17][C:18]([CH3:21])([CH3:20])[CH3:19])(=[O:16])[NH:14][NH2:15].C(=O)([O-])O.[Na+], predict the reaction product. The product is: [C:1]([C:3]1[CH:4]=[C:5]([CH:9]=[CH:10][C:11]=1[F:12])[C:6]([NH:15][NH:14][C:13]([O:17][C:18]([CH3:21])([CH3:20])[CH3:19])=[O:16])=[O:8])#[N:2]. (2) The product is: [CH3:31][CH:32]1[CH2:36][CH2:35][CH2:34][N:33]1[C:26]([N:17]1[CH2:16][CH2:15][C:12]2([C:11](=[O:20])[N:10]([C:7]3[CH:8]=[CH:9][C:4]([O:3][C:2]([F:1])([F:21])[F:22])=[CH:5][CH:6]=3)[CH2:14][CH2:13]2)[CH2:19][CH2:18]1)=[O:25]. Given the reactants [F:1][C:2]([F:22])([F:21])[O:3][C:4]1[CH:9]=[CH:8][C:7]([N:10]2[CH2:14][CH2:13][C:12]3([CH2:19][CH2:18][NH:17][CH2:16][CH2:15]3)[C:11]2=[O:20])=[CH:6][CH:5]=1.O=C(Cl)[O:25][C:26](Cl)(Cl)Cl.[CH3:31][CH:32]1[CH2:36][CH2:35][CH2:34][NH:33]1, predict the reaction product. (3) The product is: [F:31][C:17]([F:16])([F:32])[C:18]1[N:23]=[CH:22][C:21]([CH2:24][CH:25]([N:6]2[C:7]3[CH:8]=[CH:9][C:10]([CH3:13])=[CH:11][C:12]=3[C:4]3[CH2:3][N:2]([CH3:1])[CH2:15][CH2:14][C:5]2=3)[C:26]([O:28][CH2:29][CH3:30])=[O:27])=[CH:20][CH:19]=1. Given the reactants [CH3:1][N:2]1[CH2:15][CH2:14][C:5]2[NH:6][C:7]3[CH:8]=[CH:9][C:10]([CH3:13])=[CH:11][C:12]=3[C:4]=2[CH2:3]1.[F:16][C:17]([F:32])([F:31])[C:18]1[N:23]=[CH:22][C:21](/[CH:24]=[CH:25]\[C:26]([O:28][CH2:29][CH3:30])=[O:27])=[CH:20][CH:19]=1.[OH-].[K+], predict the reaction product. (4) Given the reactants [Br:1][C:2]1[C:3]([C@@H:8]([NH:19][C:20](=[O:26])[O:21]C(C)(C)C)[C:9]2[CH:14]=[CH:13][C:12]([C:15]([F:18])([F:17])[F:16])=[CH:11][CH:10]=2)=[N:4][CH:5]=[CH:6][CH:7]=1.CCN(C(C)C)C(C)C.ClC(O[CH2:40][C:41]1[CH:46]=[CH:45][CH:44]=[CH:43][CH:42]=1)=O, predict the reaction product. The product is: [Br:1][C:2]1[C:3]([C@@H:8]([NH:19][C:20](=[O:26])[O:21][CH2:40][C:41]2[CH:46]=[CH:45][CH:44]=[CH:43][CH:42]=2)[C:9]2[CH:10]=[CH:11][C:12]([C:15]([F:16])([F:18])[F:17])=[CH:13][CH:14]=2)=[N:4][CH:5]=[CH:6][CH:7]=1. (5) Given the reactants [C:1]12([NH:11][C:12]([C:14]3[N:15]=[C:16](Br)[N:17]4[CH:22]=[CH:21][CH:20]=[CH:19][C:18]=34)=[O:13])[CH2:10][CH:5]3[CH2:6][CH:7]([CH2:9][CH:3]([CH2:4]3)[CH2:2]1)[CH2:8]2.[C:24]1([OH:30])[CH:29]=[CH:28][CH:27]=[CH:26][CH:25]=1.Cl.CN(C)CC(O)=O.C([O-])([O-])=O.[Cs+].[Cs+], predict the reaction product. The product is: [C:1]12([NH:11][C:12]([C:14]3[N:15]=[C:16]([O:30][C:24]4[CH:29]=[CH:28][CH:27]=[CH:26][CH:25]=4)[N:17]4[CH:22]=[CH:21][CH:20]=[CH:19][C:18]=34)=[O:13])[CH2:10][CH:5]3[CH2:6][CH:7]([CH2:9][CH:3]([CH2:4]3)[CH2:2]1)[CH2:8]2. (6) Given the reactants [Br:1][C:2]1[C:3]([O:9][CH3:10])=[C:4]([NH2:8])[CH:5]=[CH:6][CH:7]=1.[NH2:11][OH:12].OS(O)(=O)=O.Cl.Cl[C:20](Cl)(Cl)[CH:21]([OH:23])O.[O-]S([O-])(=O)=O.[Na+].[Na+], predict the reaction product. The product is: [Br:1][C:2]1[C:3]([O:9][CH3:10])=[C:4]([NH:8][C:21](=[O:23])[CH:20]=[N:11][OH:12])[CH:5]=[CH:6][CH:7]=1.